From a dataset of Catalyst prediction with 721,799 reactions and 888 catalyst types from USPTO. Predict which catalyst facilitates the given reaction. (1) Reactant: [O:1]1[C:5]2[CH:6]=[CH:7][C:8]([C:10]3([C:13]([OH:15])=O)[CH2:12][CH2:11]3)=[CH:9][C:4]=2[O:3][CH2:2]1.O=S(Cl)Cl.[NH2:20][C:21]1[S:22][C:23]([CH:27]([C:35]2[CH:40]=[CH:39][CH:38]=[CH:37][C:36]=2[Cl:41])[NH:28][S@@:29]([C:31]([CH3:34])([CH3:33])[CH3:32])=[O:30])=[C:24]([CH3:26])[N:25]=1.CCN(CC)CC. Product: [O:1]1[C:5]2[CH:6]=[CH:7][C:8]([C:10]3([C:13]([NH:20][C:21]4[S:22][C:23]([CH:27]([C:35]5[CH:40]=[CH:39][CH:38]=[CH:37][C:36]=5[Cl:41])[NH:28][S@@:29]([C:31]([CH3:34])([CH3:32])[CH3:33])=[O:30])=[C:24]([CH3:26])[N:25]=4)=[O:15])[CH2:11][CH2:12]3)=[CH:9][C:4]=2[O:3][CH2:2]1. The catalyst class is: 85. (2) Reactant: [CH3:1][S:2][C:3]1[N:8]=[C:7]([CH2:9][OH:10])[CH:6]=[CH:5][N:4]=1.[O:11]1[CH:16]=[CH:15][CH2:14][CH2:13][CH2:12]1.C1(C)C=CC(S(O)(=O)=O)=CC=1. Product: [CH3:1][S:2][C:3]1[N:8]=[C:7]([CH2:9][O:10][CH:12]2[CH2:13][CH2:14][CH2:15][CH2:16][O:11]2)[CH:6]=[CH:5][N:4]=1. The catalyst class is: 4.